From a dataset of Orexin1 receptor HTS with 218,158 compounds and 233 confirmed actives. Binary Classification. Given a drug SMILES string, predict its activity (active/inactive) in a high-throughput screening assay against a specified biological target. (1) The molecule is O=c1n([nH]cc2c1nc1c2cccc1)CC(=O)N(c1c(OCC)cccc1)C. The result is 0 (inactive). (2) The compound is Clc1ccc(NS(=O)(=O)c2c(N3CCCCC3)ccc(N)c2)cc1. The result is 0 (inactive). (3) The result is 0 (inactive). The compound is O1C2(OCC1)CCN(CC2)C(=O)c1nn2c(nc(cc2c2ccccc2)c2ccccc2)c1. (4) The compound is O=C(N\N=C\c1ncccc1)C1CC1. The result is 0 (inactive). (5) The drug is O=C(NC1CCCc2c1cccc2)CS(=O)CC(=O)Nc1c(cccc1C)C. The result is 0 (inactive).